This data is from Peptide-MHC class II binding affinity with 134,281 pairs from IEDB. The task is: Regression. Given a peptide amino acid sequence and an MHC pseudo amino acid sequence, predict their binding affinity value. This is MHC class II binding data. (1) The peptide sequence is GVKGFTLGRDGHEKP. The MHC is HLA-DQA10303-DQB10402 with pseudo-sequence HLA-DQA10303-DQB10402. The binding affinity (normalized) is 0.323. (2) The peptide sequence is MLGARYLEFEALGFL. The MHC is DRB1_0801 with pseudo-sequence DRB1_0801. The binding affinity (normalized) is 0.368. (3) The peptide sequence is PLSWSKEIYNYMEPY. The MHC is DRB1_0802 with pseudo-sequence DRB1_0802. The binding affinity (normalized) is 0.262. (4) The MHC is HLA-DQA10301-DQB10302 with pseudo-sequence HLA-DQA10301-DQB10302. The peptide sequence is EVYEARLTKFKYLAG. The binding affinity (normalized) is 0.123. (5) The peptide sequence is SNEIKIVATPDGGSI. The MHC is DRB1_1501 with pseudo-sequence DRB1_1501. The binding affinity (normalized) is 0.401. (6) The peptide sequence is TMTQMNQAFRNIVNM. The MHC is DRB1_1101 with pseudo-sequence DRB1_1101. The binding affinity (normalized) is 0.0389. (7) The peptide sequence is HGSPTFWMGSHEVNG. The MHC is HLA-DQA10501-DQB10302 with pseudo-sequence HLA-DQA10501-DQB10302. The binding affinity (normalized) is 0.335. (8) The peptide sequence is KEPLKECGGILQAYD. The MHC is DRB1_0301 with pseudo-sequence DRB1_0301. The binding affinity (normalized) is 0.191. (9) The peptide sequence is WEALKYLWNLLQYWGQELK. The MHC is DRB1_1501 with pseudo-sequence DRB1_1501. The binding affinity (normalized) is 0.341. (10) The peptide sequence is TFTNDSIISHNFCNL. The MHC is H-2-IAb with pseudo-sequence H-2-IAb. The binding affinity (normalized) is 0.154.